This data is from Reaction yield outcomes from USPTO patents with 853,638 reactions. The task is: Predict the reaction yield, written as a fraction of the theoretical maximum amount of product (1.0 means a 100% yield; for example, 0.34 means a 34% yield). (1) The reactants are Br[C:2]1[S:3][CH:4]=[CH:5][N:6]=1.C(N(CC)CC)C.[CH2:14]([O:17][CH3:18])[C:15]#[CH:16].CCCCCC. The catalyst is COCCOC.[Cu]I.Cl[Pd](Cl)([P](C1C=CC=CC=1)(C1C=CC=CC=1)C1C=CC=CC=1)[P](C1C=CC=CC=1)(C1C=CC=CC=1)C1C=CC=CC=1.C(OCC)(=O)C. The product is [S:3]1[CH:4]=[CH:5][N:6]=[C:2]1[C:16]#[C:15][CH2:14][O:17][CH3:18]. The yield is 0.130. (2) The product is [CH3:63][C:62]1[CH:61]=[C:60]([CH3:64])[NH:59][C:58](=[O:65])[C:57]=1[CH2:56][NH:55][C:7]([C:6]1[CH:10]=[C:2]([C:33]2[CH:34]=[CH:35][C:54]([CH2:52][N:48]3[CH2:47][CH2:46][O:70][CH2:51][CH2:49]3)=[CH:31][CH:32]=2)[CH:3]=[C:4]([N:13]([CH2:20][CH3:21])[CH:14]2[CH2:19][CH2:18][O:17][CH2:16][CH2:15]2)[C:5]=1[CH2:11][CH3:12])=[O:9]. The catalyst is O. The reactants are Cl[C:2]1[CH:3]=[C:4]([N:13]([CH2:20][CH3:21])[CH:14]2[CH2:19][CH2:18][O:17][CH2:16][CH2:15]2)[C:5]([CH2:11][CH3:12])=[C:6]([CH:10]=1)[C:7]([OH:9])=O.CN(C(ON1N=N[C:32]2[CH:33]=[CH:34][CH:35]=N[C:31]1=2)=[N+](C)C)C.F[P-](F)(F)(F)(F)F.[CH3:46][CH2:47][N:48]([CH:52]([CH3:54])C)[CH:49]([CH3:51])C.[NH2:55][CH2:56][C:57]1[C:58](=[O:65])[NH:59][C:60]([CH3:64])=[CH:61][C:62]=1[CH3:63].CN(C=[O:70])C. The yield is 0.790. (3) The reactants are [CH2:1]([C:5]1[C:14]([CH2:15][NH2:16])=[C:13]([C:17]2[CH:22]=[CH:21][CH:20]=[CH:19][CH:18]=2)[C:12]2[C:7](=[CH:8][CH:9]=[C:10]([O:23]C)[CH:11]=2)[N:6]=1)[CH:2]([CH3:4])[CH3:3].B(Br)(Br)Br.C(=O)([O-])O.[Na+].[C:34](O[C:34]([O:36][C:37]([CH3:40])([CH3:39])[CH3:38])=[O:35])([O:36][C:37]([CH3:40])([CH3:39])[CH3:38])=[O:35]. The catalyst is ClCCl.C(OCC)(=O)C. The product is [OH:23][C:10]1[CH:11]=[C:12]2[C:7](=[CH:8][CH:9]=1)[N:6]=[C:5]([CH2:1][CH:2]([CH3:3])[CH3:4])[C:14]([CH2:15][NH:16][C:34](=[O:35])[O:36][C:37]([CH3:40])([CH3:39])[CH3:38])=[C:13]2[C:17]1[CH:22]=[CH:21][CH:20]=[CH:19][CH:18]=1. The yield is 0.830. (4) The reactants are C([N:8]1[CH2:14][C:13]2[N:15]=[CH:16][C:17]([N:19]3[CH2:24][CH2:23][O:22][CH2:21][CH2:20]3)=[N:18][C:12]=2[O:11][C@@H:10]([CH3:25])[CH2:9]1)C1C=CC=CC=1. The catalyst is [OH-].[OH-].[Pd+2].CO. The product is [CH3:25][C@H:10]1[CH2:9][NH:8][CH2:14][C:13]2[N:15]=[CH:16][C:17]([N:19]3[CH2:24][CH2:23][O:22][CH2:21][CH2:20]3)=[N:18][C:12]=2[O:11]1. The yield is 0.210. (5) The reactants are [Br:1][C:2]1[CH:3]=[C:4]2[C:8](=[CH:9][CH:10]=1)[NH:7][C:6](=[O:11])[CH2:5]2.[CH2:12]([N:14]([CH2:35][CH3:36])[CH2:15][CH2:16][CH2:17][NH:18][C:19]([C:21]1[C:25]([C:26]2[CH:31]=[CH:30][CH:29]=[CH:28][CH:27]=2)=[C:24]([CH:32]=O)[NH:23][C:22]=1[CH3:34])=[O:20])[CH3:13]. No catalyst specified. The product is [CH2:35]([N:14]([CH2:12][CH3:13])[CH2:15][CH2:16][CH2:17][NH:18][C:19]([C:21]1[C:25]([C:26]2[CH:31]=[CH:30][CH:29]=[CH:28][CH:27]=2)=[C:24]([CH:32]=[C:5]2[C:4]3[C:8](=[CH:9][CH:10]=[C:2]([Br:1])[CH:3]=3)[NH:7][C:6]2=[O:11])[NH:23][C:22]=1[CH3:34])=[O:20])[CH3:36]. The yield is 0.420. (6) The reactants are [C:1](Cl)(=[O:6])[CH2:2][C:3](Cl)=[O:4].[CH2:8]([NH:12][C:13]([NH:15][CH2:16][C:17]1[CH:22]=[CH:21][CH:20]=[CH:19][CH:18]=1)=[O:14])[CH2:9][CH2:10][CH3:11]. The catalyst is ClCCl. The product is [CH2:8]([N:12]1[C:3](=[O:4])[CH2:2][C:1](=[O:6])[N:15]([CH2:16][C:17]2[CH:18]=[CH:19][CH:20]=[CH:21][CH:22]=2)[C:13]1=[O:14])[CH2:9][CH2:10][CH3:11]. The yield is 0.530. (7) The product is [CH3:1][N:4]([C:6]1[CH:11]=[CH:10][CH:9]=[CH:8][CH:7]=1)[NH2:5].[NH:18]1[CH:12]=[CH:17][CH:16]=[N:19]1. The yield is 0.890. The reactants are [CH2:1]([N:4]([C:6]1[CH:11]=[CH:10][CH:9]=[CH:8][CH:7]=1)[NH2:5])C=C.[C:12]1([NH:18][NH2:19])[CH:17]=[CH:16]C=CC=1.C(#N)C=C. No catalyst specified.